Task: Predict the reaction yield, written as a fraction of the theoretical maximum amount of product (1.0 means a 100% yield; for example, 0.34 means a 34% yield).. Dataset: Reaction yield outcomes from USPTO patents with 853,638 reactions (1) The product is [CH2:11]([O:10][C:8](=[O:9])[CH2:7][CH:4]1[CH2:5][CH2:6][N:1]([CH2:26][C:23]2[CH:24]=[CH:25][N:21]([C:18]3[CH:19]=[CH:20][C:15]([C:14]([F:29])([F:13])[F:28])=[CH:16][CH:17]=3)[CH:22]=2)[CH2:2][CH2:3]1)[CH3:12]. The reactants are [NH:1]1[CH2:6][CH2:5][CH:4]([CH2:7][C:8]([O:10][CH2:11][CH3:12])=[O:9])[CH2:3][CH2:2]1.[F:13][C:14]([F:29])([F:28])[C:15]1[CH:20]=[CH:19][C:18]([N:21]2[CH:25]=[CH:24][C:23]([CH:26]=O)=[CH:22]2)=[CH:17][CH:16]=1.C(O[BH-](OC(=O)C)OC(=O)C)(=O)C.[Na+]. The catalyst is C(Cl)Cl. The yield is 0.740. (2) The reactants are [O:1]1[CH:5]=[CH:4][CH:3]=[C:2]1[C:6]1[O:7][C:8]([CH3:39])=[C:9]([CH2:11][O:12][C:13]2[CH:36]=[CH:35][C:16]([CH2:17][O:18][C:19]3[C:23]([CH:24]=[CH:25][C:26]([OH:28])=O)=[CH:22][N:21]([C:29]4[CH:34]=[CH:33][CH:32]=[CH:31][CH:30]=4)[N:20]=3)=[CH:15][C:14]=2[O:37][CH3:38])[N:10]=1.C(Cl)(=O)OCC.Cl.[NH2:47][CH2:48][CH2:49]Cl. The catalyst is O.O1CCCC1.C(N(CC)CC)C. The product is [O:28]1[CH2:49][CH2:48][N:47]=[C:26]1/[CH:25]=[CH:24]/[C:23]1[C:19]([O:18][CH2:17][C:16]2[CH:35]=[CH:36][C:13]([O:12][CH2:11][C:9]3[N:10]=[C:6]([C:2]4[O:1][CH:5]=[CH:4][CH:3]=4)[O:7][C:8]=3[CH3:39])=[C:14]([O:37][CH3:38])[CH:15]=2)=[N:20][N:21]([C:29]2[CH:30]=[CH:31][CH:32]=[CH:33][CH:34]=2)[CH:22]=1. The yield is 0.350. (3) The reactants are [CH:1]1([CH2:6][CH:7]([C:11]2[CH:16]=[CH:15][C:14]([F:17])=[C:13]([C:18]([F:21])([F:20])[F:19])[CH:12]=2)[C:8](O)=[O:9])[CH2:5][CH2:4][CH2:3][CH2:2]1.F[P-](F)(F)(F)(F)F.N1(O[P+](N(C)C)(N(C)C)N(C)C)C2C=CC=CC=2N=N1.[CH3:49][O:50][C:51](=[O:59])[C:52]1[CH:57]=[CH:56][C:55]([NH2:58])=[N:54][CH:53]=1.C(N(CC)C(C)C)(C)C. The catalyst is CN(C)C=O.O. The product is [CH3:49][O:50][C:51](=[O:59])[C:52]1[CH:57]=[CH:56][C:55]([NH:58][C:8](=[O:9])[CH:7]([C:11]2[CH:16]=[CH:15][C:14]([F:17])=[C:13]([C:18]([F:19])([F:20])[F:21])[CH:12]=2)[CH2:6][CH:1]2[CH2:2][CH2:3][CH2:4][CH2:5]2)=[N:54][CH:53]=1. The yield is 0.126. (4) The reactants are [F:1][C:2]1[CH:7]=[CH:6][C:5]([S:8]([NH:11][CH2:12][C:13]2[CH:22]=[CH:21][C:16]([C:17]([O:19][CH3:20])=[O:18])=[CH:15][CH:14]=2)(=[O:10])=[O:9])=[CH:4][CH:3]=1.[C:23]1([CH:29](O)[CH2:30][CH3:31])[CH:28]=[CH:27][CH:26]=[CH:25][CH:24]=1.C1C=CC(P(C2C=CC=CC=2)C2C=CC=CC=2)=CC=1.N(C(OC(C)C)=O)=NC(OC(C)C)=O. The catalyst is C1COCC1.O. The product is [F:1][C:2]1[CH:7]=[CH:6][C:5]([S:8]([N:11]([CH2:12][C:13]2[CH:14]=[CH:15][C:16]([C:17]([O:19][CH3:20])=[O:18])=[CH:21][CH:22]=2)[CH:29]([C:23]2[CH:28]=[CH:27][CH:26]=[CH:25][CH:24]=2)[CH2:30][CH3:31])(=[O:10])=[O:9])=[CH:4][CH:3]=1. The yield is 0.250. (5) The product is [CH3:1][O:2][C:3](=[O:34])[CH:4]([C:9]1[CH:10]=[C:11]([C:23]2[CH:28]=[CH:27][C:26]([Cl:29])=[C:25]([C:30]([F:33])([F:32])[F:31])[CH:24]=2)[CH:12]=[C:13]([C:38]2[CH:37]=[C:36]([F:35])[CH:41]=[C:40]([F:42])[CH:39]=2)[CH:14]=1)[CH2:5][CH:6]([CH3:8])[CH3:7]. No catalyst specified. The reactants are [CH3:1][O:2][C:3](=[O:34])[CH:4]([C:9]1[CH:10]=[C:11]([C:23]2[CH:28]=[CH:27][C:26]([Cl:29])=[C:25]([C:30]([F:33])([F:32])[F:31])[CH:24]=2)[CH:12]=[C:13](OS(C(F)(F)F)(=O)=O)[CH:14]=1)[CH2:5][CH:6]([CH3:8])[CH3:7].[F:35][C:36]1[CH:37]=[C:38](B(O)O)[CH:39]=[C:40]([F:42])[CH:41]=1. The yield is 0.400.